Dataset: NCI-60 drug combinations with 297,098 pairs across 59 cell lines. Task: Regression. Given two drug SMILES strings and cell line genomic features, predict the synergy score measuring deviation from expected non-interaction effect. Drug 1: CC1=C2C(C(=O)C3(C(CC4C(C3C(C(C2(C)C)(CC1OC(=O)C(C(C5=CC=CC=C5)NC(=O)C6=CC=CC=C6)O)O)OC(=O)C7=CC=CC=C7)(CO4)OC(=O)C)O)C)OC(=O)C. Drug 2: CN(CC1=CN=C2C(=N1)C(=NC(=N2)N)N)C3=CC=C(C=C3)C(=O)NC(CCC(=O)O)C(=O)O. Cell line: NCI-H226. Synergy scores: CSS=27.6, Synergy_ZIP=-1.10, Synergy_Bliss=0.221, Synergy_Loewe=-38.8, Synergy_HSA=-1.16.